This data is from Catalyst prediction with 721,799 reactions and 888 catalyst types from USPTO. The task is: Predict which catalyst facilitates the given reaction. (1) Reactant: [F:1][C:2]1[CH:3]=[C:4]([CH2:12][CH2:13][NH2:14])[CH:5]=[C:6]([C:8]([F:11])([F:10])[F:9])[CH:7]=1.[CH2:15]([C:19]1[CH:26]=[CH:25][C:22]([CH:23]=O)=[CH:21][CH:20]=1)[CH:16]([CH3:18])[CH3:17].C(=O)([O-])[O-].[K+].[K+].[BH4-].[Na+].[ClH:35]. Product: [ClH:35].[CH2:15]([C:19]1[CH:20]=[CH:21][C:22]([CH2:23][NH:14][CH2:13][CH2:12][C:4]2[CH:5]=[C:6]([C:8]([F:10])([F:11])[F:9])[CH:7]=[C:2]([F:1])[CH:3]=2)=[CH:25][CH:26]=1)[CH:16]([CH3:18])[CH3:17]. The catalyst class is: 5. (2) Reactant: [CH3:1][N:2]1[CH:7]=[C:6]([C:8]2[CH:9]=[N:10][CH:11]=[N:12][CH:13]=2)[C:5]2[O:14][C:15]([C:23]3[CH:28]=[CH:27][C:26]([C:29]4([NH:33]C(=O)OC(C)(C)C)[CH2:32][CH2:31][CH2:30]4)=[CH:25][CH:24]=3)=[C:16]([C:17]3[CH:22]=[CH:21][CH:20]=[CH:19][CH:18]=3)[C:4]=2[C:3]1=[O:41].C(O)(C(F)(F)F)=O. Product: [NH2:33][C:29]1([C:26]2[CH:25]=[CH:24][C:23]([C:15]3[O:14][C:5]4[C:6]([C:8]5[CH:13]=[N:12][CH:11]=[N:10][CH:9]=5)=[CH:7][N:2]([CH3:1])[C:3](=[O:41])[C:4]=4[C:16]=3[C:17]3[CH:22]=[CH:21][CH:20]=[CH:19][CH:18]=3)=[CH:28][CH:27]=2)[CH2:32][CH2:31][CH2:30]1. The catalyst class is: 2. (3) Reactant: C(O[C:6]([N:8](C)[C:9]([C:11]1[C:12]([C:31]2[CH:36]=[CH:35][C:34]([F:37])=[CH:33][CH:32]=2)=[N:13][N:14]2[CH:19]=[CH:18][C:17]([C:20]3[CH:21]=[C:22]([CH:26]=[CH:27][C:28]=3[CH3:29])[C:23]([OH:25])=[O:24])=[C:16]([F:30])[C:15]=12)=[O:10])=O)(C)(C)C.C(O)(C(F)(F)F)=O. Product: [F:30][C:16]1[C:15]2[N:14]([N:13]=[C:12]([C:31]3[CH:32]=[CH:33][C:34]([F:37])=[CH:35][CH:36]=3)[C:11]=2[C:9](=[O:10])[NH:8][CH3:6])[CH:19]=[CH:18][C:17]=1[C:20]1[CH:21]=[C:22]([CH:26]=[CH:27][C:28]=1[CH3:29])[C:23]([OH:25])=[O:24]. The catalyst class is: 4. (4) Reactant: O[C@@H]1[C@H:6]2[N:7]([C:10]([O:12][C:13]3[CH:18]=[CH:17][CH:16]=[CH:15][C:14]=3[CH2:19][CH2:20][CH3:21])=[O:11])[CH2:8]C[C@H:5]2OC1.C(N1C=CN=C1)([N:24]1C=CN=C1)=O.C(C1C=CC=CC=1O)CC. Product: [N:7]1([C:10]([O:12][C:13]2[CH:18]=[CH:17][CH:16]=[CH:15][C:14]=2[CH2:19][CH2:20][CH3:21])=[O:11])[CH:6]=[CH:5][N:24]=[CH:8]1. The catalyst class is: 4. (5) Reactant: [Cl:1][C:2]1[C:6]([CH3:7])=[CH:5][S:4][C:3]=1[C:8](=O)[CH:9]([C:15]#[N:16])[C:10]([O:12][CH2:13][CH3:14])=[O:11].O=P(Cl)(Cl)[Cl:20].CCN(CC)CC. Product: [Cl:20][C:8]([C:3]1[S:4][CH:5]=[C:6]([CH3:7])[C:2]=1[Cl:1])=[C:9]([C:15]#[N:16])[C:10]([O:12][CH2:13][CH3:14])=[O:11]. The catalyst class is: 22.